From a dataset of Catalyst prediction with 721,799 reactions and 888 catalyst types from USPTO. Predict which catalyst facilitates the given reaction. Reactant: [CH:1]1[C:11]2[CH2:10][C:9]3([CH2:15][CH2:14][CH:13]([N:16]4[CH2:19][CH:18]([C:20]([O:22]C)=[O:21])[CH2:17]4)[CH2:12]3)[C:8]3[CH:24]=[CH:25][CH:26]=[CH:27][C:7]=3[CH2:6][C:5]=2[CH:4]=[CH:3][CH:2]=1.[OH-].[K+]. Product: [CH:20]([OH:22])=[O:21].[CH:1]1[C:11]2[CH2:10][C:9]3([CH2:15][CH2:14][CH:13]([N:16]4[CH2:19][CH:18]([C:20]([OH:22])=[O:21])[CH2:17]4)[CH2:12]3)[C:8]3[CH:24]=[CH:25][CH:26]=[CH:27][C:7]=3[CH2:6][C:5]=2[CH:4]=[CH:3][CH:2]=1. The catalyst class is: 24.